From a dataset of Forward reaction prediction with 1.9M reactions from USPTO patents (1976-2016). Predict the product of the given reaction. (1) Given the reactants [F:1][C:2]1[CH:10]=[C:9]2[C:5]([C:6]([CH:11]=[O:12])=[N:7][NH:8]2)=[CH:4][CH:3]=1.[C:13](=O)([O-])[O-].[Cs+].[Cs+].CI.O, predict the reaction product. The product is: [F:1][C:2]1[CH:10]=[C:9]2[C:5]([C:6]([CH:11]=[O:12])=[N:7][N:8]2[CH3:13])=[CH:4][CH:3]=1. (2) Given the reactants [NH:1]1[CH2:4][CH:3]([N:5]2[C:9](=[O:10])[C:8]([CH3:12])([CH3:11])[NH:7][C:6]2=[O:13])[CH2:2]1.[F:14][C:15]1[CH:23]=[CH:22][C:21]([CH:24]=[O:25])=[CH:20][C:16]=1[C:17](O)=[O:18].F[P-](F)(F)(F)(F)F.N1(OC(N(C)C)=[N+](C)C)C2C=CC=CC=2N=N1.C(N(CC)C(C)C)(C)C, predict the reaction product. The product is: [CH3:12][C:8]1([CH3:11])[C:9](=[O:10])[N:5]([CH:3]2[CH2:2][N:1]([C:17]([C:16]3[CH:20]=[C:21]([CH:22]=[CH:23][C:15]=3[F:14])[CH:24]=[O:25])=[O:18])[CH2:4]2)[C:6](=[O:13])[NH:7]1. (3) Given the reactants [Cl:1][C:2]1[CH:3]=[C:4]([CH:19]=[CH:20][C:21]=1[C:22]([OH:24])=O)[C:5]([NH:7][CH2:8][C:9]1[NH:13][C:12]2[CH:14]=[CH:15][C:16]([Cl:18])=[CH:17][C:11]=2[N:10]=1)=[O:6].[NH:25]1[CH2:29][CH:28]=[CH:27][CH2:26]1.CN(C(ON1N=NC2C=CC=CC1=2)=[N+](C)C)C.[B-](F)(F)(F)F.C(N(CC)CC)C, predict the reaction product. The product is: [Cl:1][C:2]1[CH:3]=[C:4]([CH:19]=[CH:20][C:21]=1[C:22]([N:25]1[CH2:29][CH:28]=[CH:27][CH2:26]1)=[O:24])[C:5]([NH:7][CH2:8][C:9]1[NH:13][C:12]2[CH:14]=[CH:15][C:16]([Cl:18])=[CH:17][C:11]=2[N:10]=1)=[O:6]. (4) Given the reactants [O:1]1[CH2:5][CH2:4][CH2:3]C1.[C:6]12([OH:17])[CH2:15][CH:10]3[CH2:11][CH:12]([CH2:14][C:8]([OH:16])([CH2:9]3)[CH2:7]1)[CH2:13]2.[H-].[Na+].[CH2:20]([CH:22]1[O:24][CH2:23]1)Cl, predict the reaction product. The product is: [CH2:20]([O:17][C:6]12[CH2:15][CH:10]3[CH2:11][CH:12]([CH2:14][C:8]([O:16][CH2:3][CH:4]4[O:1][CH2:5]4)([CH2:9]3)[CH2:7]1)[CH2:13]2)[CH:22]1[O:24][CH2:23]1. (5) Given the reactants [Cl:1][C:2]1[CH:7]=[CH:6][C:5]([C:8]2([OH:21])[CH2:13][CH2:12][N:11]([C:14]([O:16][C:17]([CH3:20])([CH3:19])[CH3:18])=[O:15])[CH2:10][CH2:9]2)=[CH:4][CH:3]=1.[H-].[Na+].[CH3:24]I, predict the reaction product. The product is: [Cl:1][C:2]1[CH:3]=[CH:4][C:5]([C:8]2([O:21][CH3:24])[CH2:9][CH2:10][N:11]([C:14]([O:16][C:17]([CH3:18])([CH3:20])[CH3:19])=[O:15])[CH2:12][CH2:13]2)=[CH:6][CH:7]=1. (6) Given the reactants [Mg].Br[C:3]1[CH:8]=[CH:7][C:6]([O:9][C:10]([F:13])([F:12])[F:11])=[CH:5][CH:4]=1.[Br:14][C:15]1[CH:16]=[C:17]([CH:26]=[CH:27][C:28]=1[F:29])[C:18]([CH:20]1[NH:25][CH2:24][CH2:23][CH:22]=[N:21]1)=[O:19], predict the reaction product. The product is: [Br:14][C:15]1[CH:16]=[C:17]([C:18]([CH:20]2[NH:25][CH2:24][CH:23]=[CH:22][NH:21]2)([C:3]2[CH:8]=[CH:7][C:6]([O:9][C:10]([F:13])([F:12])[F:11])=[CH:5][CH:4]=2)[OH:19])[CH:26]=[CH:27][C:28]=1[F:29]. (7) Given the reactants [OH:1][C:2]([C:7]1[O:11][N:10]=[C:9]([CH3:12])[N:8]=1)([CH3:6])[C:3](=[O:5])[CH3:4].C(O[CH:18](N(C)C)[N:19]([CH3:21])[CH3:20])(C)(C)C, predict the reaction product. The product is: [CH3:18][N:19]([CH3:21])[CH:20]=[CH:4][C:3](=[O:5])[C:2]([OH:1])([C:7]1[O:11][N:10]=[C:9]([CH3:12])[N:8]=1)[CH3:6]. (8) Given the reactants [C:1]1([C:7]2[O:11][N:10]=[C:9]([C:12]3[O:16][N:15]=[C:14]4[C:17]5[C:22]([CH2:23][CH2:24][C:13]=34)=[CH:21][C:20]([CH2:25]O)=[CH:19][CH:18]=5)[C:8]=2[C:27]([F:30])([F:29])[F:28])[CH:6]=[CH:5][CH:4]=[CH:3][CH:2]=1.P(Br)(Br)[Br:32], predict the reaction product. The product is: [Br:32][CH2:25][C:20]1[CH:21]=[C:22]2[C:17](=[CH:18][CH:19]=1)[C:14]1=[N:15][O:16][C:12]([C:9]3[C:8]([C:27]([F:28])([F:29])[F:30])=[C:7]([C:1]4[CH:6]=[CH:5][CH:4]=[CH:3][CH:2]=4)[O:11][N:10]=3)=[C:13]1[CH2:24][CH2:23]2. (9) Given the reactants [CH2:1](Br)[C:2]1[CH:7]=[CH:6][CH:5]=[CH:4][CH:3]=1.CN(C=O)C.[Br:14][C:15]1[C:27]([OH:28])=[CH:26][C:18]2[O:19][C:20]([CH3:25])([CH3:24])[O:21][C:22](=[O:23])[C:17]=2[CH:16]=1.C(=O)([O-])[O-].[K+].[K+], predict the reaction product. The product is: [CH2:1]([O:28][C:27]1[C:15]([Br:14])=[CH:16][C:17]2[C:22](=[O:23])[O:21][C:20]([CH3:24])([CH3:25])[O:19][C:18]=2[CH:26]=1)[C:2]1[CH:7]=[CH:6][CH:5]=[CH:4][CH:3]=1.